This data is from Reaction yield outcomes from USPTO patents with 853,638 reactions. The task is: Predict the reaction yield, written as a fraction of the theoretical maximum amount of product (1.0 means a 100% yield; for example, 0.34 means a 34% yield). (1) The reactants are CS[C:3]1[CH:4]=[CH:5][C:6]([Br:9])=[N:7][CH:8]=1.Cl[C:11]1C=CC=C(C(OO)=O)C=1.[S:21]([O-:25])([O-])(=O)=[O:22].[Na+].[Na+]. The catalyst is C(Cl)Cl. The product is [CH3:11][S:21]([C:3]1[CH:4]=[CH:5][C:6]([Br:9])=[N:7][CH:8]=1)(=[O:25])=[O:22]. The yield is 0.960. (2) The reactants are [Cl-].O[NH3+:3].[C:4](=[O:7])([O-])[OH:5].[Na+].CS(C)=O.[CH:13]1([C:16]2[C:21](=[O:22])[N:20]([CH2:23][C:24]3[CH:29]=[CH:28][C:27]([C:30]4[C:31]([C:36]#[N:37])=[CH:32][CH:33]=[CH:34][CH:35]=4)=[CH:26][CH:25]=3)[C:19]([CH2:38][CH2:39][CH3:40])=[N:18][C:17]=2[CH2:41][CH3:42])[CH2:15][CH2:14]1. The catalyst is O. The product is [CH:13]1([C:16]2[C:21](=[O:22])[N:20]([CH2:23][C:24]3[CH:29]=[CH:28][C:27]([C:30]4[CH:35]=[CH:34][CH:33]=[CH:32][C:31]=4[C:36]4[NH:3][C:4](=[O:7])[O:5][N:37]=4)=[CH:26][CH:25]=3)[C:19]([CH2:38][CH2:39][CH3:40])=[N:18][C:17]=2[CH2:41][CH3:42])[CH2:14][CH2:15]1. The yield is 0.420. (3) The catalyst is O. The reactants are F[C:2]1[C:3]([N+:12]([O-:14])=[O:13])=[C:4]([CH:9]=[CH:10][CH:11]=1)[C:5]([O:7][CH3:8])=[O:6].[F:15][C:16]1[CH:21]=[CH:20][C:19]([OH:22])=[CH:18][CH:17]=1.C(=O)([O-])[O-].[K+].[K+].CN(C=O)C. The yield is 0.680. The product is [F:15][C:16]1[CH:21]=[CH:20][C:19]([O:22][C:2]2[C:3]([N+:12]([O-:14])=[O:13])=[C:4]([CH:9]=[CH:10][CH:11]=2)[C:5]([O:7][CH3:8])=[O:6])=[CH:18][CH:17]=1. (4) The reactants are [CH3:1][C:2]1[O:6][N:5]=[C:4]([C:7]2[CH:12]=[CH:11][CH:10]=[CH:9][CH:8]=2)[C:3]=1[CH2:13][O:14][C:15]1[CH:23]=[CH:22][C:18]([C:19]([OH:21])=O)=[CH:17][N:16]=1.[NH2:24][CH:25]1[CH2:30][CH2:29][N:28]([CH2:31][C:32]2[CH:37]=[CH:36][CH:35]=[CH:34][CH:33]=2)[CH2:27][CH2:26]1. The yield is 0.770. The product is [CH2:31]([N:28]1[CH2:29][CH2:30][CH:25]([NH:24][C:19](=[O:21])[C:18]2[CH:22]=[CH:23][C:15]([O:14][CH2:13][C:3]3[C:4]([C:7]4[CH:8]=[CH:9][CH:10]=[CH:11][CH:12]=4)=[N:5][O:6][C:2]=3[CH3:1])=[N:16][CH:17]=2)[CH2:26][CH2:27]1)[C:32]1[CH:33]=[CH:34][CH:35]=[CH:36][CH:37]=1. No catalyst specified. (5) The reactants are O=P(Cl)(Cl)[Cl:3].[CH2:6]([O:13][CH:14]1[CH2:17][CH:16]([S:18]([O-:21])(=O)=[O:19])[CH2:15]1)[C:7]1[CH:12]=[CH:11][CH:10]=[CH:9][CH:8]=1.[K+].C(N(C(C)C)CC)(C)C.C(OCC)(=O)C. The catalyst is C(Cl)Cl.CCCCCC. The product is [CH2:6]([O:13][CH:14]1[CH2:17][CH:16]([S:18]([Cl:3])(=[O:21])=[O:19])[CH2:15]1)[C:7]1[CH:12]=[CH:11][CH:10]=[CH:9][CH:8]=1. The yield is 0.380. (6) The reactants are [CH3:1][C:2]1[C:16](=[O:17])[N:15]=[C:14]2[N:4]([C@@H:5]3[O:9][C@H:8]([CH2:10][OH:11])[C@@H:7]([OH:12])[C@@H:6]3[O:13]2)[CH:3]=1.[CH3:18][O:19][CH2:20][CH2:21][O:22]B([O:22][CH2:21][CH2:20][O:19][CH3:18])[O:22][CH2:21][CH2:20][O:19][CH3:18]. The catalyst is COCCO. The product is [CH3:18][O:19][CH2:20][CH2:21][O:22][C@@H:6]1[C@H:7]([OH:12])[C@@H:8]([CH2:10][OH:11])[O:9][C@H:5]1[N:4]1[CH:3]=[C:2]([CH3:1])[C:16](=[O:17])[NH:15][C:14]1=[O:13]. The yield is 0.630. (7) The reactants are Cl[C:2]1[N:3]=[C:4]([C:12]([C:14]2[S:15][CH:16]=[CH:17][CH:18]=2)=[O:13])[C:5]2[S:10][C:9]([Cl:11])=[CH:8][C:6]=2[N:7]=1.[N:19]1[CH:24]=[CH:23][CH:22]=[C:21]([CH2:25][NH2:26])[CH:20]=1. The catalyst is C(O)CCC. The product is [Cl:11][C:9]1[S:10][C:5]2[C:4]([C:12]([C:14]3[S:15][CH:16]=[CH:17][CH:18]=3)=[O:13])=[N:3][C:2]([NH:26][CH2:25][C:21]3[CH:20]=[N:19][CH:24]=[CH:23][CH:22]=3)=[N:7][C:6]=2[CH:8]=1. The yield is 0.380. (8) The reactants are C([N-]C(C)C)(C)C.[Li+].Br[CH:10]1[C:17]2[CH:18]=[CH:19][CH:20]=[CH:21][C:16]=2[CH2:15][CH:14]([OH:22])[C:13]2[CH:23]=[CH:24][CH:25]=[CH:26][C:12]=2[CH:11]1Br. The catalyst is O1CCCC1. The product is [CH:26]1[C:12]2[C:11]#[C:10][C:17]3[CH:18]=[CH:19][CH:20]=[CH:21][C:16]=3[CH2:15][CH:14]([OH:22])[C:13]=2[CH:23]=[CH:24][CH:25]=1. The yield is 0.600.